From a dataset of NCI-60 drug combinations with 297,098 pairs across 59 cell lines. Regression. Given two drug SMILES strings and cell line genomic features, predict the synergy score measuring deviation from expected non-interaction effect. Drug 1: C1CC(C1)(C(=O)O)C(=O)O.[NH2-].[NH2-].[Pt+2]. Drug 2: N.N.Cl[Pt+2]Cl. Cell line: SK-OV-3. Synergy scores: CSS=21.7, Synergy_ZIP=-4.70, Synergy_Bliss=4.46, Synergy_Loewe=-4.76, Synergy_HSA=0.224.